Dataset: Peptide-MHC class II binding affinity with 134,281 pairs from IEDB. Task: Regression. Given a peptide amino acid sequence and an MHC pseudo amino acid sequence, predict their binding affinity value. This is MHC class II binding data. (1) The peptide sequence is AKNMKNLVWNDELAY. The MHC is DRB4_0101 with pseudo-sequence DRB4_0103. The binding affinity (normalized) is 0.581. (2) The MHC is HLA-DQA10101-DQB10501 with pseudo-sequence HLA-DQA10101-DQB10501. The peptide sequence is EKKYFAATQFEPLAV. The binding affinity (normalized) is 0.421. (3) The peptide sequence is LQSLWANFYELLADA. The MHC is DRB1_0401 with pseudo-sequence DRB1_0401. The binding affinity (normalized) is 0.0423. (4) The peptide sequence is KSFIKAQLGLRKKTK. The MHC is DRB1_0101 with pseudo-sequence DRB1_0101. The binding affinity (normalized) is 0.906. (5) The peptide sequence is GGVWTFDSEEPLQGP. The MHC is DRB3_0202 with pseudo-sequence DRB3_0202. The binding affinity (normalized) is 0.176. (6) The peptide sequence is HLKRYYGRILHYLKA. The MHC is DRB1_0301 with pseudo-sequence DRB1_0301. The binding affinity (normalized) is 0.240. (7) The peptide sequence is AIPKVPPGPNITATY. The MHC is DRB1_0101 with pseudo-sequence DRB1_0101. The binding affinity (normalized) is 0.145.